This data is from Peptide-MHC class II binding affinity with 134,281 pairs from IEDB. The task is: Regression. Given a peptide amino acid sequence and an MHC pseudo amino acid sequence, predict their binding affinity value. This is MHC class II binding data. (1) The peptide sequence is AQAAVVRFQEAANKQ. The MHC is HLA-DQA10301-DQB10302 with pseudo-sequence HLA-DQA10301-DQB10302. The binding affinity (normalized) is 0.0720. (2) The peptide sequence is LLSYVIGLLPQGSVI. The MHC is DRB1_0405 with pseudo-sequence DRB1_0405. The binding affinity (normalized) is 0.639.